From a dataset of Full USPTO retrosynthesis dataset with 1.9M reactions from patents (1976-2016). Predict the reactants needed to synthesize the given product. Given the product [CH:13]([Si:9]([CH:10]([CH3:11])[CH3:12])([CH:16]([CH3:18])[CH3:17])[O:8][CH2:7][C@@H:4]([CH3:3])[CH2:5][O:6][CH3:19])([CH3:15])[CH3:14], predict the reactants needed to synthesize it. The reactants are: [H-].[Na+].[CH3:3][C@H:4]([CH2:7][O:8][Si:9]([CH:16]([CH3:18])[CH3:17])([CH:13]([CH3:15])[CH3:14])[CH:10]([CH3:12])[CH3:11])[CH2:5][OH:6].[CH3:19]I.